The task is: Predict which catalyst facilitates the given reaction.. This data is from Catalyst prediction with 721,799 reactions and 888 catalyst types from USPTO. Reactant: [S:1]1[CH:5]=[CH:4][CH:3]=[C:2]1[C:6]1[N:10]2[N:11]=[C:12]([S:15][CH2:16][C:17]([O:19]CC)=[O:18])[CH:13]=[CH:14][C:9]2=[N:8][N:7]=1.[OH-].[Na+]. Product: [S:1]1[CH:5]=[CH:4][CH:3]=[C:2]1[C:6]1[N:10]2[N:11]=[C:12]([S:15][CH2:16][C:17]([OH:19])=[O:18])[CH:13]=[CH:14][C:9]2=[N:8][N:7]=1. The catalyst class is: 36.